Dataset: Forward reaction prediction with 1.9M reactions from USPTO patents (1976-2016). Task: Predict the product of the given reaction. (1) Given the reactants [NH2:1][C:2]1[C:11]2[C:6](=[CH:7][CH:8]=[CH:9][C:10]=2[O:12][CH2:13][C:14]([CH3:19])([CH3:18])[C:15]([OH:17])=O)[N:5]=[C:4]([CH3:20])[C:3]=1[C:21]([O:23][CH2:24][CH3:25])=[O:22].[CH:26]1([CH2:29][NH2:30])[CH2:28][CH2:27]1, predict the reaction product. The product is: [NH2:1][C:2]1[C:11]2[C:6](=[CH:7][CH:8]=[CH:9][C:10]=2[O:12][CH2:13][C:14]([CH3:18])([CH3:19])[C:15]([NH:30][CH2:29][CH:26]2[CH2:28][CH2:27]2)=[O:17])[N:5]=[C:4]([CH3:20])[C:3]=1[C:21]([O:23][CH2:24][CH3:25])=[O:22]. (2) Given the reactants [NH2:1][C:2]1[CH:3]=[C:4]([CH:19]=[CH:20][CH:21]=1)[CH2:5][C:6]1[C:11](=O)[CH:10]=[CH:9][N:8]([C:13]2[CH:14]=[N:15][N:16]([CH3:18])[CH:17]=2)[N:7]=1.COC1C=CC(P2(SP(C3C=CC(OC)=CC=3)(=S)S2)=[S:31])=CC=1, predict the reaction product. The product is: [NH2:1][C:2]1[CH:3]=[C:4]([CH:19]=[CH:20][CH:21]=1)[CH2:5][C:6]1[C:11](=[S:31])[CH:10]=[CH:9][N:8]([C:13]2[CH:14]=[N:15][N:16]([CH3:18])[CH:17]=2)[N:7]=1. (3) Given the reactants [CH3:1][C:2]1[N:7]=[CH:6][C:5]([O:8][C:9]2[C:18]3[C:17](=[O:19])[N:16]([CH2:20][C:21]4[CH:26]=[CH:25][C:24]([O:27][CH3:28])=[CH:23][CH:22]=4)C(=O)[N:14]([C:30]4[CH:35]=[CH:34][C:33]([I:36])=[CH:32][C:31]=4[F:37])[C:13]=3[N:12]([CH3:38])[C:11](=[O:39])[CH:10]=2)=[CH:4][CH:3]=1.[OH-].[Li+].C(OCC)(=O)C, predict the reaction product. The product is: [CH3:1][C:2]1[N:7]=[CH:6][C:5]([O:8][C:9]2[C:18]([C:17]([NH:16][CH2:20][C:21]3[CH:22]=[CH:23][C:24]([O:27][CH3:28])=[CH:25][CH:26]=3)=[O:19])=[C:13]([NH:14][C:30]3[CH:35]=[CH:34][C:33]([I:36])=[CH:32][C:31]=3[F:37])[N:12]([CH3:38])[C:11](=[O:39])[CH:10]=2)=[CH:4][CH:3]=1. (4) The product is: [C:32]([O:28][C:23]1[CH:22]=[C:21]([C:18]2[O:17][C:16]([C@H:12]([NH:11][C:8]3[CH:7]=[CH:6][C:3]([C:4]#[N:5])=[C:2]([Cl:1])[C:9]=3[CH3:10])[C@H:13]([O:15][C:16](=[O:17])[CH2:12][CH2:13][CH3:14])[CH3:14])=[N:20][N:19]=2)[CH:26]=[CH:25][C:24]=1[F:27])(=[O:33])[CH2:31][CH2:30][CH3:29]. Given the reactants [Cl:1][C:2]1[C:9]([CH3:10])=[C:8]([NH:11][C@@H:12]([C:16]2[O:17][C:18]([C:21]3[CH:26]=[CH:25][C:24]([F:27])=[C:23]([OH:28])[CH:22]=3)=[N:19][N:20]=2)[C@H:13]([OH:15])[CH3:14])[CH:7]=[CH:6][C:3]=1[C:4]#[N:5].[CH3:29][CH2:30][CH2:31][C:32](Cl)=[O:33], predict the reaction product. (5) Given the reactants [CH3:1][OH:2].[H-].[Na+].[CH3:5][O:6][C:7](=[O:16])[C:8]1[CH:13]=[C:12](Cl)[N:11]=[C:10]([Cl:15])[CH:9]=1, predict the reaction product. The product is: [CH3:5][O:6][C:7](=[O:16])[C:8]1[CH:13]=[C:12]([O:2][CH3:1])[N:11]=[C:10]([Cl:15])[CH:9]=1. (6) Given the reactants C(Cl)(=O)C(Cl)=O.[Cl:7][C:8]1[O:12][N:11]=[C:10]([C:13]([OH:15])=O)[CH:9]=1.CN(C=O)C.[N-:21]=[N+:22]=[N-:23].[Na+], predict the reaction product. The product is: [Cl:7][C:8]1[O:12][N:11]=[C:10]([C:13]([N:21]=[N+:22]=[N-:23])=[O:15])[CH:9]=1.